Dataset: Full USPTO retrosynthesis dataset with 1.9M reactions from patents (1976-2016). Task: Predict the reactants needed to synthesize the given product. (1) Given the product [Cl:14][C:15]1[CH:16]=[CH:17][C:18]2[N:19]([C:21]([CH2:24][O:13][C:5]3[C:6]4[O:12][CH:11]=[CH:10][C:7]=4[CH:8]=[N:9][C:4]=3[NH2:1])=[N:22][N:23]=2)[N:20]=1, predict the reactants needed to synthesize it. The reactants are: [N+:1]([C:4]1[N:9]=[CH:8][C:7]2[CH:10]=[CH:11][O:12][C:6]=2[C:5]=1[OH:13])([O-])=O.[Cl:14][C:15]1[CH:16]=[CH:17][C:18]2[N:19]([C:21]([CH2:24]O)=[N:22][N:23]=2)[N:20]=1.C1(P(C2C=CC=CC=2)C2C=CC=CC=2)C=CC=CC=1.N(C(OC(C)C)=O)=NC(OC(C)C)=O. (2) Given the product [CH:4]1([N:10]2[CH2:11][CH2:12][N:13]([CH2:16][CH2:17][NH2:18])[CH2:14][CH2:15]2)[CH2:5][CH2:6][CH2:7][CH2:8][CH2:9]1, predict the reactants needed to synthesize it. The reactants are: O.NN.[CH:4]1([N:10]2[CH2:15][CH2:14][N:13]([CH2:16][CH2:17][N:18]3C(=O)C4C(=CC=CC=4)C3=O)[CH2:12][CH2:11]2)[CH2:9][CH2:8][CH2:7][CH2:6][CH2:5]1. (3) Given the product [Cl:1][C:2]1[CH:7]=[CH:6][CH:5]=[CH:4][C:3]=1[C:8]1[N:17]=[C:16]([N:18]2[CH2:23][CH2:22][N:21]([CH2:30][C:31]([F:34])([F:33])[F:32])[CH2:20][CH2:19]2)[C:15]2[C:10](=[CH:11][CH:12]=[CH:13][CH:14]=2)[N:9]=1, predict the reactants needed to synthesize it. The reactants are: [Cl:1][C:2]1[CH:7]=[CH:6][CH:5]=[CH:4][C:3]=1[C:8]1[N:17]=[C:16]([N:18]2[CH2:23][CH2:22][NH:21][CH2:20][CH2:19]2)[C:15]2[C:10](=[CH:11][CH:12]=[CH:13][CH:14]=2)[N:9]=1.FC(F)(F)S(O[CH2:30][C:31]([F:34])([F:33])[F:32])(=O)=O.C(N(CC)CC)C. (4) Given the product [ClH:32].[NH2:8][C:9]1[N:10]=[CH:11][C:12]([C:15]2[CH:20]=[CH:19][CH:18]=[CH:17][C:16]=2[S:21]([CH3:24])(=[O:23])=[O:22])=[CH:13][N:14]=1, predict the reactants needed to synthesize it. The reactants are: C(OC([N:8](C(OC(C)(C)C)=O)[C:9]1[N:14]=[CH:13][C:12]([C:15]2[CH:20]=[CH:19][CH:18]=[CH:17][C:16]=2[S:21]([CH3:24])(=[O:23])=[O:22])=[CH:11][N:10]=1)=O)(C)(C)C.[ClH:32].O1CCOCC1. (5) The reactants are: [CH3:1][O:2][C:3](=[O:26])[CH2:4][C@H:5]1[C:9]2[CH:10]=[CH:11][C:12]([O:14][C@H:15]3[C:23]4[C:18](=[C:19]([OH:25])[CH:20]=[CH:21][C:22]=4[F:24])[CH2:17][CH2:16]3)=[CH:13][C:8]=2[O:7][CH2:6]1.[N:27]1([CH2:33][C:34]2[CH:39]=[CH:38][C:37](B(O)O)=[CH:36][CH:35]=2)[CH2:32][CH2:31][O:30][CH2:29][CH2:28]1. Given the product [CH3:1][O:2][C:3](=[O:26])[CH2:4][C@H:5]1[C:9]2[CH:10]=[CH:11][C:12]([O:14][C@H:15]3[C:23]4[C:18](=[C:19]([O:25][C:37]5[CH:36]=[CH:35][C:34]([CH2:33][N:27]6[CH2:32][CH2:31][O:30][CH2:29][CH2:28]6)=[CH:39][CH:38]=5)[CH:20]=[CH:21][C:22]=4[F:24])[CH2:17][CH2:16]3)=[CH:13][C:8]=2[O:7][CH2:6]1, predict the reactants needed to synthesize it. (6) Given the product [OH:11][C:8]([C:7]1[C:3]([C:2]([F:1])([F:12])[F:13])=[N:4][N:5]([CH2:21][C:22]2[NH:23][C:24](=[O:32])[C:25]3[CH:30]=[C:29]([CH3:31])[S:28][C:26]=3[N:27]=2)[CH:6]=1)([CH3:9])[CH3:10], predict the reactants needed to synthesize it. The reactants are: [F:1][C:2]([F:13])([F:12])[C:3]1[C:7]([C:8]([OH:11])([CH3:10])[CH3:9])=[CH:6][NH:5][N:4]=1.CC(C)([O-])C.[K+].Cl[CH2:21][C:22]1[NH:23][C:24](=[O:32])[C:25]2[CH:30]=[C:29]([CH3:31])[S:28][C:26]=2[N:27]=1. (7) Given the product [CH3:17][C:15]1[C:14]2[C:9](=[CH:10][CH:11]=[CH:12][CH:13]=2)[N:8]=[C:7]([CH2:6][N:21]2[C:22](=[O:33])[C:23]3[N:24]([CH2:29][C:30]#[C:31][CH3:32])[C:25]([Br:28])=[N:26][C:27]=3[N:19]([CH3:18])[C:20]2=[O:34])[N:16]=1, predict the reactants needed to synthesize it. The reactants are: CS(C)=O.Cl[CH2:6][C:7]1[N:16]=[C:15]([CH3:17])[C:14]2[C:9](=[CH:10][CH:11]=[CH:12][CH:13]=2)[N:8]=1.[CH3:18][N:19]1[C:27]2[N:26]=[C:25]([Br:28])[N:24]([CH2:29][C:30]#[C:31][CH3:32])[C:23]=2[C:22](=[O:33])[NH:21][C:20]1=[O:34].C(=O)([O-])[O-].[K+].[K+]. (8) Given the product [CH2:1]([N:3]([C@H:16]1[CH2:21][CH2:20][C@H:19]([C:22]([O:24][CH3:25])=[O:23])[CH2:18][CH2:17]1)[S:4]([C:7]1[CH:8]=[C:9]([CH:13]=[CH:14][CH:15]=1)[C:10]([NH:35][C:36]1[S:37][C:38]2[CH2:66][CH2:65][CH2:64][CH2:63][C:39]=2[C:40]=1[C:41]([NH:43][C:44]1[CH:45]=[CH:46][C:47]([CH2:50][CH2:51][CH2:52][C:53]2[CH:54]=[CH:55][C:56]([C:57]([O:59][CH3:60])=[O:58])=[CH:61][CH:62]=2)=[CH:48][CH:49]=1)=[O:42])=[O:11])(=[O:6])=[O:5])[CH3:2], predict the reactants needed to synthesize it. The reactants are: [CH2:1]([N:3]([C@H:16]1[CH2:21][CH2:20][C@H:19]([C:22]([O:24][CH3:25])=[O:23])[CH2:18][CH2:17]1)[S:4]([C:7]1[CH:8]=[C:9]([CH:13]=[CH:14][CH:15]=1)[C:10](O)=[O:11])(=[O:6])=[O:5])[CH3:2].ClCCl.C(Cl)(=O)C(Cl)=O.[NH2:35][C:36]1[S:37][C:38]2[CH2:66][CH2:65][CH2:64][CH2:63][C:39]=2[C:40]=1[C:41]([NH:43][C:44]1[CH:49]=[CH:48][C:47]([CH2:50][CH2:51][CH2:52][C:53]2[CH:62]=[CH:61][C:56]([C:57]([O:59][CH3:60])=[O:58])=[CH:55][CH:54]=2)=[CH:46][CH:45]=1)=[O:42]. (9) Given the product [Cl:16][C:17]1[CH:22]=[CH:21][CH:20]=[CH:19][C:18]=1[C:23]1[C:27]([C:8]#[C:7][C:1]2[CH:6]=[CH:5][CH:4]=[CH:3][CH:2]=2)=[C:26]([NH:29][C:30](=[O:32])[CH3:31])[N:25]([CH3:33])[N:24]=1, predict the reactants needed to synthesize it. The reactants are: [C:1]1([C:7]#[CH:8])[CH:6]=[CH:5][CH:4]=[CH:3][CH:2]=1.CCN(CC)CC.[Cl:16][C:17]1[CH:22]=[CH:21][CH:20]=[CH:19][C:18]=1[C:23]1[C:27](I)=[C:26]([NH:29][C:30](=[O:32])[CH3:31])[N:25]([CH3:33])[N:24]=1.